Dataset: Catalyst prediction with 721,799 reactions and 888 catalyst types from USPTO. Task: Predict which catalyst facilitates the given reaction. (1) Product: [CH3:23][N:21]([CH3:20])[C:4]1[CH:5]=[C:6]([CH:16]=[CH:17][CH:18]=1)[CH2:7][NH:8][C:9](=[O:15])[O:10][C:11]([CH3:14])([CH3:13])[CH3:12]. The catalyst class is: 23. Reactant: C=O.N[C:4]1[CH:5]=[C:6]([CH:16]=[CH:17][CH:18]=1)[CH2:7][NH:8][C:9](=[O:15])[O:10][C:11]([CH3:14])([CH3:13])[CH3:12].[BH3-][C:20]#[N:21].[Na+].[CH3:23]C(O)=O. (2) Reactant: [C:1]([C:3]1[CH:10]=[CH:9][C:6]([CH2:7]Br)=[CH:5][CH:4]=1)#[N:2].[NH:11]1[CH:15]=[N:14][CH:13]=[N:12]1.C(=O)([O-])[O-].[K+].[K+].Cl. The catalyst class is: 657. Product: [N:11]1([CH2:7][C:6]2[CH:9]=[CH:10][C:3]([C:1]#[N:2])=[CH:4][CH:5]=2)[CH:15]=[N:14][CH:13]=[N:12]1. (3) Reactant: [C:1]([C:3]1[CH:8]=[CH:7][C:6]([CH2:9][CH2:10][CH:11](/[CH:23]=[CH:24]/[C:25]2[CH:30]=[CH:29][CH:28]=[CH:27][C:26]=2[OH:31])[CH2:12][C:13]2[CH:22]=[CH:21][C:16]([C:17]([O:19][CH3:20])=[O:18])=[CH:15][CH:14]=2)=[CH:5][CH:4]=1)#[N:2].[Br:32][C:33]1[CH:40]=[CH:39][C:36]([CH2:37]Br)=[CH:35][CH:34]=1.C(=O)([O-])[O-].[K+].[K+]. Product: [Br:32][C:33]1[CH:40]=[CH:39][C:36]([CH2:37][O:31][C:26]2[CH:27]=[CH:28][CH:29]=[CH:30][C:25]=2/[CH:24]=[CH:23]/[CH:11]([CH2:10][CH2:9][C:6]2[CH:7]=[CH:8][C:3]([C:1]#[N:2])=[CH:4][CH:5]=2)[CH2:12][C:13]2[CH:14]=[CH:15][C:16]([C:17]([O:19][CH3:20])=[O:18])=[CH:21][CH:22]=2)=[CH:35][CH:34]=1. The catalyst class is: 10. (4) Reactant: [F:1][C:2]1[CH:7]=[C:6]([F:8])[CH:5]=[CH:4][C:3]=1[C:9]1[CH:14]=[CH:13][C:12]([OH:15])=[C:11]([C:16]([OH:18])=[O:17])[CH:10]=1.[CH2:19](O)[CH3:20]. Product: [F:1][C:2]1[CH:7]=[C:6]([F:8])[CH:5]=[CH:4][C:3]=1[C:9]1[CH:14]=[CH:13][C:12]([OH:15])=[C:11]([C:16]([O:18][CH2:19][CH3:20])=[O:17])[CH:10]=1. The catalyst class is: 65. (5) Reactant: [CH3:1][O:2][CH2:3][CH2:4][O:5][C:6]1[C:7]([CH3:19])=[C:8]([CH:12]=[CH:13][C:14]=1[S:15]([CH3:18])(=[O:17])=[O:16])[C:9](O)=[O:10].S(Cl)([Cl:22])=O.CN(C=O)C. Product: [CH3:1][O:2][CH2:3][CH2:4][O:5][C:6]1[C:7]([CH3:19])=[C:8]([CH:12]=[CH:13][C:14]=1[S:15]([CH3:18])(=[O:17])=[O:16])[C:9]([Cl:22])=[O:10]. The catalyst class is: 11. (6) Product: [NH2:11][C@@H:12]([CH2:20][C:21]1[CH:22]=[CH:23][C:24]([O:27][CH2:28][CH2:29][CH2:30][C:31]([O:33][CH2:34][CH3:35])=[O:32])=[CH:25][CH:26]=1)[C:13]([O:15][C:16]([CH3:18])([CH3:19])[CH3:17])=[O:14]. Reactant: C(OC([NH:11][C@@H:12]([CH2:20][C:21]1[CH:26]=[CH:25][C:24]([O:27][CH2:28][CH2:29][CH2:30][C:31]([O:33][CH2:34][CH3:35])=[O:32])=[CH:23][CH:22]=1)[C:13]([O:15][C:16]([CH3:19])([CH3:18])[CH3:17])=[O:14])=O)C1C=CC=CC=1.Cl.[H][H]. The catalyst class is: 105.